Task: Predict the reaction yield, written as a fraction of the theoretical maximum amount of product (1.0 means a 100% yield; for example, 0.34 means a 34% yield).. Dataset: Reaction yield outcomes from USPTO patents with 853,638 reactions (1) The reactants are [C:1]1([CH:7]([C:10]2[CH:15]=[CH:14][CH:13]=[CH:12][CH:11]=2)[CH:8]=O)[CH:6]=[CH:5][CH:4]=[CH:3][CH:2]=1.Cl.[NH2:17][OH:18].[OH-].[Na+]. The catalyst is CCO. The product is [C:1]1([CH:7]([C:10]2[CH:15]=[CH:14][CH:13]=[CH:12][CH:11]=2)[CH:8]=[N:17][OH:18])[CH:6]=[CH:5][CH:4]=[CH:3][CH:2]=1. The yield is 0.930. (2) The reactants are [C:1]([O:5][C:6]([N:8]([CH3:24])[CH2:9][CH2:10][N:11]1[C:19]2[C:14](=[CH:15][CH:16]=[C:17]([Cl:20])[CH:18]=2)[C:13]([C:21]([OH:23])=O)=[CH:12]1)=[O:7])([CH3:4])([CH3:3])[CH3:2].C(N(CC)C(C)C)(C)C.C(Cl)(=O)C(Cl)=O.[NH:40]1[CH2:45][CH2:44][CH:43]([N:46]2[C:54]3[C:49](=[CH:50][CH:51]=[CH:52][CH:53]=3)[CH2:48][C:47]2=[O:55])[CH2:42][CH2:41]1. The catalyst is CN(C)C=O. The product is [C:1]([O:5][C:6](=[O:7])[N:8]([CH2:9][CH2:10][N:11]1[C:19]2[C:14](=[CH:15][CH:16]=[C:17]([Cl:20])[CH:18]=2)[C:13]([C:21]([N:40]2[CH2:45][CH2:44][CH:43]([N:46]3[C:54]4[C:49](=[CH:50][CH:51]=[CH:52][CH:53]=4)[CH2:48][C:47]3=[O:55])[CH2:42][CH2:41]2)=[O:23])=[CH:12]1)[CH3:24])([CH3:2])([CH3:3])[CH3:4]. The yield is 0.820.